Dataset: Peptide-MHC class I binding affinity with 185,985 pairs from IEDB/IMGT. Task: Regression. Given a peptide amino acid sequence and an MHC pseudo amino acid sequence, predict their binding affinity value. This is MHC class I binding data. (1) The peptide sequence is SEYDYVIFT. The MHC is HLA-B40:02 with pseudo-sequence HLA-B40:02. The binding affinity (normalized) is 0.674. (2) The peptide sequence is ILTPSLCLW. The MHC is Mamu-B17 with pseudo-sequence Mamu-B17. The binding affinity (normalized) is 0.724. (3) The peptide sequence is ESKAKQLCY. The MHC is HLA-A68:01 with pseudo-sequence HLA-A68:01. The binding affinity (normalized) is 0.106. (4) The MHC is HLA-A68:02 with pseudo-sequence HLA-A68:02. The peptide sequence is GLCTLVAML. The binding affinity (normalized) is 0.167.